Dataset: Peptide-MHC class I binding affinity with 185,985 pairs from IEDB/IMGT. Task: Regression. Given a peptide amino acid sequence and an MHC pseudo amino acid sequence, predict their binding affinity value. This is MHC class I binding data. (1) The peptide sequence is VFDITKLLLA. The MHC is Patr-A0901 with pseudo-sequence Patr-A0901. The binding affinity (normalized) is 0.215. (2) The peptide sequence is LLSVGVGIYL. The MHC is HLA-A02:06 with pseudo-sequence HLA-A02:06. The binding affinity (normalized) is 0.413.